Dataset: Retrosynthesis with 50K atom-mapped reactions and 10 reaction types from USPTO. Task: Predict the reactants needed to synthesize the given product. (1) Given the product C[C@@H]1CN(Cc2ccc3c(-c4cnn(C)c4)cc(C#N)nc3c2)C[C@H](C(F)(F)F)O1, predict the reactants needed to synthesize it. The reactants are: C[C@@H]1CN(Cc2ccc3c(Cl)cc(C#N)nc3c2)C[C@H](C(F)(F)F)O1.Cn1cc(B2OC(C)(C)C(C)(C)O2)cn1. (2) Given the product CC(=O)Nc1nc2ccc(-c3cncc(OCC#N)c3)cc2s1, predict the reactants needed to synthesize it. The reactants are: CC(=O)Nc1nc2ccc(B3OC(C)(C)C(C)(C)O3)cc2s1.N#CCOc1cncc(Br)c1. (3) Given the product Cc1cc(NC(=O)OC(C)(C)C)ccc1Br, predict the reactants needed to synthesize it. The reactants are: CC(C)(C)OC(=O)OC(=O)OC(C)(C)C.Cc1cc(N)ccc1Br. (4) Given the product COc1cc(CO)c([N+](=O)[O-])cc1OCCCC(=O)O, predict the reactants needed to synthesize it. The reactants are: COC(=O)CCCOc1cc([N+](=O)[O-])c(CO)cc1OC. (5) Given the product Cc1cc(Cl)ccc1-c1ccccc1C(=O)O, predict the reactants needed to synthesize it. The reactants are: CCOC(=O)c1ccccc1-c1ccc(Cl)cc1C. (6) Given the product O=Cc1ccc(-c2ccc3[nH]ccc3c2)cc1, predict the reactants needed to synthesize it. The reactants are: Brc1ccc2[nH]ccc2c1.O=Cc1ccc(B(O)O)cc1. (7) Given the product Cc1ccc(C(=O)O)cc1-c1ccc2c(-c3ccc(S(=O)(=O)C(F)(F)F)cc3C)nncc2c1, predict the reactants needed to synthesize it. The reactants are: COC(=O)c1ccc(C)c(-c2ccc3c(-c4ccc(S(=O)(=O)C(F)(F)F)cc4C)nncc3c2)c1.